The task is: Predict the product of the given reaction.. This data is from Forward reaction prediction with 1.9M reactions from USPTO patents (1976-2016). (1) Given the reactants [Cl:1][C:2]1[CH:3]=[CH:4][C:5]2[N:6]([C:8]([CH2:11][OH:12])=[CH:9][N:10]=2)[N:7]=1, predict the reaction product. The product is: [Cl:1][C:2]1[CH:3]=[CH:4][C:5]2[N:6]([C:8]([CH:11]=[O:12])=[CH:9][N:10]=2)[N:7]=1. (2) Given the reactants [Br:1][C:2]1[CH:7]=[CH:6][CH:5]=[CH:4][C:3]=1[SH:8].[H-].[Na+].Br[CH2:12][CH2:13][O:14][CH:15]1[CH2:20][CH2:19][CH2:18][CH2:17][O:16]1.C(=O)([O-])[O-].[Na+].[Na+], predict the reaction product. The product is: [Br:1][C:2]1[CH:7]=[CH:6][CH:5]=[CH:4][C:3]=1[S:8][CH2:12][CH2:13][O:14][CH:15]1[CH2:20][CH2:19][CH2:18][CH2:17][O:16]1. (3) Given the reactants [CH3:1][O:2][C:3](=[O:10])[CH2:4][NH:5][CH2:6][CH:7]([OH:9])[CH3:8].C(N(CC)CC)C.[F:18][C:19]1[CH:24]=[CH:23][C:22]([S:25](Cl)(=[O:27])=[O:26])=[CH:21][CH:20]=1, predict the reaction product. The product is: [CH3:1][O:2][C:3](=[O:10])[CH2:4][N:5]([S:25]([C:22]1[CH:23]=[CH:24][C:19]([F:18])=[CH:20][CH:21]=1)(=[O:27])=[O:26])[CH2:6][CH:7]([OH:9])[CH3:8]. (4) Given the reactants [F:1][C:2]([F:14])([F:13])[C:3]1[CH:4]=[C:5]([NH:9][C:10]([NH2:12])=[S:11])[CH:6]=[CH:7][CH:8]=1.[C:15]([C:17]1[CH:24]=[CH:23][C:20]([CH:21]=O)=[CH:19][CH:18]=1)#[N:16].[CH3:25][C:26](=O)[CH2:27][C:28](=[O:30])[CH3:29], predict the reaction product. The product is: [C:28]([C:27]1[CH:21]([C:20]2[CH:23]=[CH:24][C:17]([C:15]#[N:16])=[CH:18][CH:19]=2)[NH:12][C:10](=[S:11])[N:9]([C:5]2[CH:6]=[CH:7][CH:8]=[C:3]([C:2]([F:1])([F:13])[F:14])[CH:4]=2)[C:26]=1[CH3:25])(=[O:30])[CH3:29]. (5) Given the reactants [O:1]([C:8]1[CH:13]=[CH:12][C:11]([NH:14][C:15](=[O:23])[CH2:16][N:17]2[CH2:22][CH2:21][NH:20][CH2:19][CH2:18]2)=[CH:10][CH:9]=1)[C:2]1[CH:7]=[CH:6][CH:5]=[CH:4][CH:3]=1.[C:24]1([C:33]([O:35][CH3:36])=[O:34])[CH:29]=[CH:28][C:27]([C:30]([O-])=[O:31])=[CH:26][CH:25]=1.CN(C(ON1N=NC2C=CC=NC1=2)=[N+](C)C)C.F[P-](F)(F)(F)(F)F.CCN(C(C)C)C(C)C, predict the reaction product. The product is: [O:23]=[C:15]([NH:14][C:11]1[CH:10]=[CH:9][C:8]([O:1][C:2]2[CH:7]=[CH:6][CH:5]=[CH:4][CH:3]=2)=[CH:13][CH:12]=1)[CH2:16][N:17]1[CH2:22][CH2:21][N:20]([C:30]([C:27]2[CH:28]=[CH:29][C:24]([C:33]([O:35][CH3:36])=[O:34])=[CH:25][CH:26]=2)=[O:31])[CH2:19][CH2:18]1. (6) Given the reactants [C:1]([C:3]1[CH:4]=[CH:5][C:6]2[O:10][C:9]([CH:11]([NH:18][C:19]3[CH:24]=[CH:23][C:22]([C:25]([N:27]([CH3:35])[CH2:28][CH2:29][C:30]([O:32]CC)=[O:31])=[O:26])=[CH:21][CH:20]=3)[CH:12]3[CH2:17][CH2:16][CH2:15][CH2:14][CH2:13]3)=[C:8]([CH3:36])[C:7]=2[CH:37]=1)#[N:2].O1CCCC1.[OH-].[Li+], predict the reaction product. The product is: [C:1]([C:3]1[CH:4]=[CH:5][C:6]2[O:10][C:9]([CH:11]([NH:18][C:19]3[CH:20]=[CH:21][C:22]([C:25]([N:27]([CH3:35])[CH2:28][CH2:29][C:30]([OH:32])=[O:31])=[O:26])=[CH:23][CH:24]=3)[CH:12]3[CH2:17][CH2:16][CH2:15][CH2:14][CH2:13]3)=[C:8]([CH3:36])[C:7]=2[CH:37]=1)#[N:2].